From a dataset of Human Reference Interactome with 51,813 positive PPI pairs across 8,248 proteins, plus equal number of experimentally-validated negative pairs. Binary Classification. Given two protein amino acid sequences, predict whether they physically interact or not. (1) Protein 2 (ENSG00000153006) has sequence MAVPGCNKDSVRAGCKKCGYPGHLTFECRNFLRVDPKRDIVLDVSSTSSEDSDEENEELNKLQALQEKRINEEEEKKKEKSKEKIKLKKKRKRSYSSSSTEEDTSKQKKQKYQKKEKKKEKKSKSKKGKHHKKEKKKRKKEKHSSTPNSSEFSRK*. Protein 1 (ENSG00000129197) has sequence MAESLRSPRRSLYKLVGSPPWKEAFRQRCLERMRNSRDRLLNRYRQAGSSGPGNSQNSFLVQEVMEEEWNALQSVENCPEDLAQLEELIDMAVLEEIQQELINQEQSIISEYEKSLQFDEKCLSIMLAEWEANPLICPVCTKPVILGL*MAESLRSPRRSLYKLVGSPPWKEAFRQRCLERMRNSRDRLLNRYRQAGSSGPGNSQNSFLVQEVMEEEWNALQSVENCPEDLAQLEELIDMAVLEEIQQELINQEQSIISEYEKSLQFDEKCLSIMLAEWEANPLICPVCTKYNLRITSGV.... Result: 0 (the proteins do not interact). (2) Protein 1 (ENSG00000131503) has sequence XKAGADIELGCSTPLMEASQEGHLELVKYLLASGANVHATTATGDTALTYACENGHTDVADVLLQAGADLDKQEDMKTILEGIDPAKHQEHESEGGRTPLMKAARAGHLCTVQFLISKGANVNRATANNDHTVVSLACAGGHLAVVELLLAHGADPTHRLKDGSTMLIEAAKGGHTNVVSYLLDYPNNVLSVPTTDVSQLPPPSQDQSQEPDRTSQENSPALLGVQKAVSTRVPTGSNSSSQTTECLTPESCSQTTSNVASQSMPPVYPSVDIDAHTESNHDTALTLACAGGHEELVSVL.... Protein 2 (ENSG00000040608) has sequence MKRASAGGSRLLAWVLWLQAWQVAAPCPGACVCYNEPKVTTSCPQQGLQAVPVGIPAASQRIFLHGNRISHVPAASFRACRNLTILWLHSNVLARIDAAAFTGLALLEQLDLSDNAQLRSVDPATFHGLGRLHTLHLDRCGLQELGPGLFRGLAALQYLYLQDNALQALPDDTFRDLGNLTHLFLHGNRISSVPERAFRGLHSLDRLLLHQNRVAHVHPHAFRDLGRLMTLYLFANNLSALPTEALAPLRALQYLRLNDNPWVCDCRARPLWAWLQKFRGSSSEVPCSLPQRLAGRDLKR.... Result: 0 (the proteins do not interact). (3) Protein 1 (ENSG00000115919) has sequence MEPSSLELPADTVQRIAAELKCHPTDERVALHLDEEDKLRHFRECFYIPKIQDLPPVDLSLVNKDENAIYFLGNSLGLQPKMVKTYLEEELDKWAKIAAYGHEVGKRPWITGDESIVGLMKDIVGANEKEIALMNALTVNLHLLMLSFFKPTPKRYKILLEAKAFPSDHYAIESQLQLHGLNIEESMRMIKPREGEETLRIEDILEVIEKEGDSIAVILFSGVHFYTGQHFNIPAITKAGQAKGCYVGFDLAHAVGNVELYLHDWGVDFACWCSYKYLNAGAGGIAGAFIHEKHAHTIKP.... Protein 2 (ENSG00000164591) has sequence MIPKEQKGPVMAAMGDLTEPVPTLDLGKKLSVPQDLMMEELSLRNNRGSLLFQKRQRRVQKFTFELAASQRAMLAGSARRKVTGTAESGTVANANGPEGPNYRSELHIFPASPGASLGGPEGAHPAAAPAGCVPSPSALAPGYAEPLKGVPPEKFNHTAISKGYRCPWQEFVSYRDYQSDGRSHTPSPNDYRNFNKTPVPFGGPLVGGTFPRPGTPFIPEPLSGLELLRLRPSFNRVAQGWVRNLPESEEL*MGRGLLCWSNCGFPFPPSSPLTPIFPPPTASAEWGWGEVGLGAEGGRT.... Result: 1 (the proteins interact). (4) Protein 1 (ENSG00000137441) has sequence MKFVPCLLLVTLSCLGTLGQAPRQKQGSTGEEFHFQTGGRDSCTMRPSSLGQGAGEVWLRVDCRNTDQTYWCEYRGQPSMCQAFAADPKPYWNQALQELRRLHHACQGAPVLRPSVCREAGPQAHMQQVTSSLKGSPEPNQQPEAGTPSLRPKATVKLTEATQLGKDSMEELGKAKPTTRPTAKPTQPGPRPGGNEEAKKKAWEHCWKPFQALCAFLISFFRG*. Protein 2 (ENSG00000111241) has sequence MALGQKLFITMSRGAGRLQGTLWALVFLGILVGMVVPSPAGTRANNTLLDSRGWGTLLSRSRAGLAGEIAGVNWESGYLVGIKRQRRLYCNVGIGFHLQVLPDGRISGTHEENPYSLLEISTVERGVVSLFGVRSALFVAMNSKGRLYATPSFQEECKFRETLLPNNYNAYESDLYQGTYIALSKYGRVKRGSKVSPIMTVTHFLPRI*TVERGVVSLFGVRSALFVAMNSKGRLYATVK*. Result: 0 (the proteins do not interact). (5) Protein 1 (ENSG00000113391) has sequence MSISLSSLILLPIWINMAQIQQGGPDEKEKTTALKDLLSRIDLDELMKKDEPPLDFPDTLEGFEYAFNEKGQLRHIKTGEPFVFNYREDLHRWNQKRYEALGEIITKYVYELLEKDCNLKKVSIPVDATESEPKSFIFMSEDALTNPQKLMVLIHGSGVVRAGQWARRLIINEDLDSGTQIPFIKRAVAEGYGVIVLNPNENYIEVEKPKIHVQSSSDSSDEPAEKRERKDKVSKETKKRRDFYEKYRNPQREKEMMQLYIRENGSPEEHAIYVWDHFIAQAAAENVFFVAHSYGGLAFV.... Protein 2 (ENSG00000071967) has sequence MAMEGYWRFLALLGSALLVGFLSVIFALVWVLHYREGLGWDGSALEFNWHPVLMVTGFVFIQGIAIIVYRLPWTWKCSKLLMKSIHAGLNAVAAILAIISVVAVFENHNVNNIANMYSLHSWVGLIAVICYLLQLLSGFSVFLLPWAPLSLRAFLMPIHVYSGIVIFGTVIATALMGLTEKLIFSLRDPAYSTFPPEGVFVNTLGLLILVFGALIFWIVTRPQWKRPKEPNSTILHPNGGTEQGARGSMPAYSGNNMDKSDSELNSEVAARKRNLALDEAGQRSTM*MAMEGYWRFLALL.... Result: 0 (the proteins do not interact). (6) Protein 1 (ENSG00000268738) has sequence MEDKRSLSMARCEERNSRGQDHGLERVPFPPQLQSETYLHPADPSPAWDDPGSTGSPNLRLLTEEIAFQPLAEEASFRRPHPDGDVPPQGEDNLLSLPFPQKLWRLVSSNQFSSIWWDDSGACRVINQKLFEKEILKRDVAHKVFATTSIKSFFRQLNLYGFRKRRQCTFRTFTRIFSAKRLVSILNKLEFYCHPYFQRDSPHLLVRMKRRVGVKSAPRHQEEDKPEAAGSCLAPADTEQQDHTSPNENDQVTPQHREPAGPNTQIRSGSAPPATPVMVPDSAVASDNSPVTQPAGEWSE.... Protein 2 (ENSG00000183160) has sequence MVSAAAPSLLILLLLLLGSVPATDARSVPLKATFLEDVAGSGEAEGSSASSPSLPPPWTPALSPTSMGPQPITLGGPSPPTNFLDGIVDFFRQYVMLIAVVGSLAFLLMFIVCAAVITRQKQKASAYYPSSFPKKKYVDQSDRAGGPRAFSEVPDRAPDSRPEEALDSSRQLQADILAATQNLKSPTRAALGGGDGARMVEGRGAEEEEKGSQEGDQEVQGHGVPVETPEAQEEPCSGVLEGAVVAGEGQGELEGSLLLAQEAQGPVGPPESPCACSSVHPSV*MVSAAAPSLLILLLLL.... Result: 0 (the proteins do not interact).